From a dataset of Full USPTO retrosynthesis dataset with 1.9M reactions from patents (1976-2016). Predict the reactants needed to synthesize the given product. (1) Given the product [CH3:1][C:2]1[C:3]([N:9]2[CH2:14][CH2:13][N:12]([C:15]([C:17]3[CH:22]=[CH:21][C:20]([N:24]4[CH2:28][CH2:27][CH2:26][C:25]4=[O:29])=[CH:19][CH:18]=3)=[O:16])[CH2:11][CH2:10]2)=[N:4][CH:5]=[C:6]([CH3:8])[CH:7]=1, predict the reactants needed to synthesize it. The reactants are: [CH3:1][C:2]1[C:3]([N:9]2[CH2:14][CH2:13][N:12]([C:15]([C:17]3[CH:22]=[CH:21][C:20](I)=[CH:19][CH:18]=3)=[O:16])[CH2:11][CH2:10]2)=[N:4][CH:5]=[C:6]([CH3:8])[CH:7]=1.[NH:24]1[CH2:28][CH2:27][CH2:26][C:25]1=[O:29]. (2) Given the product [CH3:19][O:20][C:21]1[CH:26]=[C:25]([NH:27][C:2]2[C:3]3[CH:10]=[C:9]([C:11]4[CH:16]=[CH:15][C:14]([CH2:17][OH:18])=[CH:13][CH:12]=4)[NH:8][C:4]=3[N:5]=[CH:6][N:7]=2)[CH:24]=[CH:23][N:22]=1, predict the reactants needed to synthesize it. The reactants are: Cl[C:2]1[C:3]2[CH:10]=[C:9]([C:11]3[CH:16]=[CH:15][C:14]([CH2:17][OH:18])=[CH:13][CH:12]=3)[NH:8][C:4]=2[N:5]=[CH:6][N:7]=1.[CH3:19][O:20][C:21]1[CH:26]=[C:25]([NH2:27])[CH:24]=[CH:23][N:22]=1.COC1C=C([N+]([O-])=O)C=C[N+]=1[O-].CCOC(C)=O. (3) Given the product [C:32]([O:36][C:37](=[O:45])[NH:38][CH:39]1[CH2:44][CH2:43][CH2:42][N:41]([C:21]2[S:22][C:18](=[CH:17][C:13]3[CH:12]=[C:11]4[C:16](=[CH:15][CH:14]=3)[N:8]([CH2:7][C:6]3[CH:26]=[CH:27][C:3]([O:2][CH3:1])=[CH:4][C:5]=3[C:28]([F:31])([F:29])[F:30])[N:9]=[CH:10]4)[C:19](=[O:25])[N:20]=2)[CH2:40]1)([CH3:35])([CH3:33])[CH3:34].[NH2:38][C@H:39]1[CH2:44][CH2:43][CH2:42][N:41]([C:21]2[S:22][C:18](=[CH:17][C:13]3[CH:12]=[C:11]4[C:16](=[CH:15][CH:14]=3)[N:8]([CH2:7][C:6]3[CH:26]=[CH:27][C:3]([O:2][CH3:1])=[CH:4][C:5]=3[C:28]([F:30])([F:31])[F:29])[N:9]=[CH:10]4)[C:19](=[O:25])[N:20]=2)[CH2:40]1, predict the reactants needed to synthesize it. The reactants are: [CH3:1][O:2][C:3]1[CH:27]=[CH:26][C:6]([CH2:7][N:8]2[C:16]3[C:11](=[CH:12][C:13]([CH:17]=[C:18]4[S:22][C:21](SC)=[N:20][C:19]4=[O:25])=[CH:14][CH:15]=3)[CH:10]=[N:9]2)=[C:5]([C:28]([F:31])([F:30])[F:29])[CH:4]=1.[C:32]([O:36][C:37](=[O:45])[NH:38][C@H:39]1[CH2:44][CH2:43][CH2:42][NH:41][CH2:40]1)([CH3:35])([CH3:34])[CH3:33]. (4) Given the product [F:1][C:2]1[CH:8]=[CH:7][CH:6]=[C:5]([C:9]([F:12])([F:11])[F:10])[C:3]=1[S:17]([Cl:20])(=[O:19])=[O:18], predict the reactants needed to synthesize it. The reactants are: [F:1][C:2]1[CH:8]=[CH:7][CH:6]=[C:5]([C:9]([F:12])([F:11])[F:10])[C:3]=1N.N([O-])=O.[Na+].[S:17](=[O:19])=[O:18].[ClH:20]. (5) Given the product [CH3:3][C@@H:2]([CH2:4][C:5]([OH:7])=[O:6])[C:1]([OH:9])=[O:8], predict the reactants needed to synthesize it. The reactants are: [C:1]([OH:9])(=[O:8])[C:2]([CH2:4][C:5]([OH:7])=[O:6])=[CH2:3].C(O)C.[H][H]. (6) Given the product [CH:5]([O:8][C:9]([N:11]1[C:20]2[C:15](=[CH:16][C:17]([C:21]([F:24])([F:23])[F:22])=[CH:18][CH:19]=2)[C@@H:14]([N:25]([CH2:31][C:32]2[CH:37]=[C:36]([C:38]([F:39])([F:40])[F:41])[CH:35]=[C:34]([C:42]([F:43])([F:44])[F:45])[CH:33]=2)[C:26]2[N:27]=[N:28][N:29]([CH2:3][CH2:2][C:1]#[N:4])[N:30]=2)[CH2:13][C@H:12]1[CH2:46][CH3:47])=[O:10])([CH3:7])[CH3:6], predict the reactants needed to synthesize it. The reactants are: [C:1](#[N:4])[CH:2]=[CH2:3].[CH:5]([O:8][C:9]([N:11]1[C:20]2[C:15](=[CH:16][C:17]([C:21]([F:24])([F:23])[F:22])=[CH:18][CH:19]=2)[C@@H:14]([N:25]([CH2:31][C:32]2[CH:37]=[C:36]([C:38]([F:41])([F:40])[F:39])[CH:35]=[C:34]([C:42]([F:45])([F:44])[F:43])[CH:33]=2)[C:26]2[NH:30][N:29]=[N:28][N:27]=2)[CH2:13][C@H:12]1[CH2:46][CH3:47])=[O:10])([CH3:7])[CH3:6].C(N(CC)CC)C. (7) Given the product [O:12]=[C:8]1[CH2:7][CH2:6][CH2:5][C:4]2[CH:3]=[C:2]([O:1][S:15]([C:14]([F:27])([F:26])[F:13])(=[O:17])=[O:16])[CH:11]=[CH:10][C:9]1=2, predict the reactants needed to synthesize it. The reactants are: [OH:1][C:2]1[CH:3]=[C:4]2[C:9](=[CH:10][CH:11]=1)[C:8](=[O:12])[CH2:7][CH2:6][CH2:5]2.[F:13][C:14]([F:27])([F:26])[S:15](O[S:15]([C:14]([F:27])([F:26])[F:13])(=[O:17])=[O:16])(=[O:17])=[O:16]. (8) Given the product [CH3:3][CH:2]([C@H:4]([CH2:20][C@H:21]([NH2:39])[C@@H:22]([OH:38])[CH2:23][C@H:24]([C:28]([NH:30][CH2:31][C:32]([C:35]([NH2:37])=[O:36])([CH3:33])[CH3:34])=[O:29])[CH:25]([CH3:26])[CH3:27])[CH2:5][C:6]1[CH:7]=[CH:8][C:9]([O:18][CH3:19])=[C:10]([O:12][CH2:13][CH2:14][CH2:15][O:16][CH3:17])[CH:11]=1)[CH3:1].[CH3:3][CH:2]([C@H:4]([CH2:20][C@H:21]([NH2:39])[C@@H:22]([OH:38])[CH2:23][C@H:24]([C:28]([NH:30][CH2:31][C:32]([C:35]([NH2:37])=[O:36])([CH3:33])[CH3:34])=[O:29])[CH:25]([CH3:26])[CH3:27])[CH2:5][C:6]1[CH:7]=[CH:8][C:9]([O:18][CH3:19])=[C:10]([O:12][CH2:13][CH2:14][CH2:15][O:16][CH3:17])[CH:11]=1)[CH3:1].[CH:49](/[C:48]([OH:55])=[O:54])=[CH:50]\[C:51]([OH:53])=[O:52], predict the reactants needed to synthesize it. The reactants are: [CH3:1][CH:2]([C@H:4]([CH2:20][C@H:21]([NH2:39])[C@@H:22]([OH:38])[CH2:23][C@H:24]([C:28]([NH:30][CH2:31][C:32]([C:35]([NH2:37])=[O:36])([CH3:34])[CH3:33])=[O:29])[CH:25]([CH3:27])[CH3:26])[CH2:5][C:6]1[CH:7]=[CH:8][C:9]([O:18][CH3:19])=[C:10]([O:12][CH2:13][CH2:14][CH2:15][O:16][CH3:17])[CH:11]=1)[CH3:3].C1(OC)C=CC=CC=1.[C:48]([OH:55])(=[O:54])/[CH:49]=[CH:50]/[C:51]([OH:53])=[O:52]. (9) The reactants are: [C:1]([C:4]1[CH:9]([C:10]2[CH:15]=[CH:14][C:13]([F:16])=[C:12]([F:17])[CH:11]=2)[N:8]([C:18]([NH:20][CH2:21][CH2:22][CH2:23][C:24](O)=[O:25])=[O:19])[C:7](=[O:27])[NH:6][C:5]=1[CH3:28])(=[O:3])C.[C:29]([O:33][C:34]([N:36]1[CH2:41][CH2:40][CH:39]([C:42]2[CH:47]=[CH:46][CH:45]=[C:44]([NH2:48])[CH:43]=2)[CH2:38][CH2:37]1)=[O:35])([CH3:32])([CH3:31])[CH3:30].Cl.CN(C)CCCN=C=NCC.C(Cl)Cl.CN([CH:67]=[O:68])C. Given the product [C:29]([O:33][C:34]([N:36]1[CH2:41][CH2:40][CH:39]([C:42]2[CH:47]=[CH:46][CH:45]=[C:44]([NH:48][C:24](=[O:25])[CH2:23][CH2:22][CH2:21][NH:20][C:18]([N:8]3[CH:9]([C:10]4[CH:15]=[CH:14][C:13]([F:16])=[C:12]([F:17])[CH:11]=4)[C:4]([C:1]([O:68][CH3:67])=[O:3])=[C:5]([CH3:28])[NH:6][C:7]3=[O:27])=[O:19])[CH:43]=2)[CH2:38][CH2:37]1)=[O:35])([CH3:32])([CH3:30])[CH3:31], predict the reactants needed to synthesize it. (10) Given the product [O:4]([C:28]1[CH:29]=[CH:30][CH:25]=[C:26]([CH3:32])[C:27]=1[CH3:31])[P:2]([O:5][P:6]([O:9][C:25]1[CH:30]=[CH:29][CH:28]=[C:27]([CH3:31])[C:26]=1[CH3:32])([O:8][C:25]1[CH:30]=[CH:29][CH:28]=[C:27]([CH3:31])[C:26]=1[CH3:32])=[O:7])(=[O:3])[O:1][C:28]1[CH:29]=[CH:30][CH:25]=[C:26]([CH3:32])[C:27]=1[CH3:31], predict the reactants needed to synthesize it. The reactants are: [O-:1][P:2]([O:5][P:6]([O-:9])([O-:8])=[O:7])(=[O:4])[O-:3].P(N)(N)(N)=O.[C:25]1(P(Cl)([C:25]2[CH:30]=[CH:29][CH:28]=[C:27]([CH3:31])[C:26]=2[CH3:32])=O)[CH:30]=[CH:29][CH:28]=[C:27]([CH3:31])[C:26]=1[CH3:32].